Task: Regression. Given a peptide amino acid sequence and an MHC pseudo amino acid sequence, predict their binding affinity value. This is MHC class I binding data.. Dataset: Peptide-MHC class I binding affinity with 185,985 pairs from IEDB/IMGT (1) The peptide sequence is FVHSGFIYF. The MHC is HLA-A01:01 with pseudo-sequence HLA-A01:01. The binding affinity (normalized) is 0.0847. (2) The peptide sequence is AYHHMAREL. The binding affinity (normalized) is 0. The MHC is HLA-B57:01 with pseudo-sequence HLA-B57:01. (3) The peptide sequence is APRELLQYI. The MHC is HLA-A03:01 with pseudo-sequence HLA-A03:01. The binding affinity (normalized) is 0.0847. (4) The peptide sequence is EASTWLDIF. The MHC is HLA-B07:02 with pseudo-sequence HLA-B07:02. The binding affinity (normalized) is 0.0847. (5) The peptide sequence is VIYQYMDDL. The MHC is HLA-B53:01 with pseudo-sequence HLA-B53:01. The binding affinity (normalized) is 0. (6) The MHC is HLA-B07:02 with pseudo-sequence HLA-B07:02. The binding affinity (normalized) is 0.0847. The peptide sequence is FLDDASNSA. (7) The peptide sequence is FTARIIIFS. The binding affinity (normalized) is 0.213. The MHC is HLA-A11:01 with pseudo-sequence HLA-A11:01.